From a dataset of Full USPTO retrosynthesis dataset with 1.9M reactions from patents (1976-2016). Predict the reactants needed to synthesize the given product. (1) Given the product [C:1]([C:3]1[CH:4]=[C:5]([C@@H:13]([CH2:17][CH:18]2[CH2:19][CH2:20][CH2:21][CH2:22]2)[C:14]([NH:38][C:35]2[CH:36]=[CH:37][N:33]([CH2:32][CH2:31][O:30][CH3:29])[N:34]=2)=[O:15])[CH:6]=[CH:7][C:8]=1[S:9]([CH3:12])(=[O:11])=[O:10])#[N:2], predict the reactants needed to synthesize it. The reactants are: [C:1]([C:3]1[CH:4]=[C:5]([C@@H:13]([CH2:17][CH:18]2[CH2:22][CH2:21][CH2:20][CH2:19]2)[C:14](O)=[O:15])[CH:6]=[CH:7][C:8]=1[S:9]([CH3:12])(=[O:11])=[O:10])#[N:2].C(Cl)(=O)C(Cl)=O.[CH3:29][O:30][CH2:31][CH2:32][N:33]1[CH:37]=[CH:36][C:35]([NH2:38])=[N:34]1.N1C(C)=CC=CC=1C. (2) Given the product [CH2:1]([O:8][C@@H:9]1[C@@H:14]([O:15][CH2:16][C:17]2[CH:22]=[CH:21][CH:20]=[CH:19][CH:18]=2)[C@H:13]([O:23][CH2:24][C:25]2[CH:26]=[CH:27][CH:28]=[CH:29][CH:30]=2)[C@@H:12]([CH2:31][O:32][CH2:33][C:34]2[CH:35]=[CH:36][CH:37]=[CH:38][CH:39]=2)[O:11][C:10]1=[O:40])[C:2]1[CH:7]=[CH:6][CH:5]=[CH:4][CH:3]=1, predict the reactants needed to synthesize it. The reactants are: [CH2:1]([O:8][C@@H:9]1[C@@H:14]([O:15][CH2:16][C:17]2[CH:22]=[CH:21][CH:20]=[CH:19][CH:18]=2)[C@H:13]([O:23][CH2:24][C:25]2[CH:30]=[CH:29][CH:28]=[CH:27][CH:26]=2)[C@@H:12]([CH2:31][O:32][CH2:33][C:34]2[CH:39]=[CH:38][CH:37]=[CH:36][CH:35]=2)[O:11][CH:10]1[OH:40])[C:2]1[CH:7]=[CH:6][CH:5]=[CH:4][CH:3]=1.C(OC(=O)C)(=O)C. (3) The reactants are: [H-].[Na+].ClC1C2N=C(CC(F)(F)F)[N:9](Cl)C=2C=CC=1.[Cl:19][C:20]1[CH:21]=[C:22]2[C:26](=[CH:27][C:28]=1[Cl:29])[NH:25][C:24]([CH2:30][C:31]([F:34])([F:33])[F:32])=C2.[CH3:35][O:36][C:37]1[CH:44]=[CH:43][C:40]([CH2:41]Cl)=[CH:39][CH:38]=1.[I-].[K+].[NH4+].[Cl-]. Given the product [Cl:29][C:28]1[C:20]([Cl:19])=[CH:21][C:22]2[N:9]([CH2:41][C:40]3[CH:43]=[CH:44][C:37]([O:36][CH3:35])=[CH:38][CH:39]=3)[C:24]([CH2:30][C:31]([F:32])([F:33])[F:34])=[N:25][C:26]=2[CH:27]=1, predict the reactants needed to synthesize it. (4) Given the product [Br:1][C:2]1[CH:3]=[CH:4][C:5]2[S:9](=[O:10])(=[O:11])[N:8]([CH3:13])[CH2:7][C:6]=2[CH:12]=1, predict the reactants needed to synthesize it. The reactants are: [Br:1][C:2]1[CH:3]=[CH:4][C:5]2[S:9](=[O:11])(=[O:10])[NH:8][CH2:7][C:6]=2[CH:12]=1.[C:13](=O)([O-])[O-].[K+].[K+].IC.